From a dataset of Catalyst prediction with 721,799 reactions and 888 catalyst types from USPTO. Predict which catalyst facilitates the given reaction. (1) Reactant: [CH3:1][C:2]1[CH:3]=[N:4][CH:5]=[C:6]([CH:11]=1)[C:7]([O:9][CH3:10])=[O:8].Cl.[H][H]. The catalyst class is: 458. Product: [CH3:1][CH:2]1[CH2:3][NH:4][CH2:5][CH:6]([C:7]([O:9][CH3:10])=[O:8])[CH2:11]1. (2) Reactant: Cl.[O:2]1[C:6]2([CH2:11][CH2:10][CH:9]([CH:12]([OH:20])[CH2:13][C:14]3[CH:19]=[CH:18][CH:17]=[CH:16][CH:15]=3)[CH2:8][CH2:7]2)OCC1.[OH-].[Na+]. Product: [OH:20][CH:12]([CH:9]1[CH2:8][CH2:7][C:6](=[O:2])[CH2:11][CH2:10]1)[CH2:13][C:14]1[CH:19]=[CH:18][CH:17]=[CH:16][CH:15]=1. The catalyst class is: 7. (3) Reactant: [Cl:1]([OH:5])(=[O:4])(=[O:3])=[O:2].[F:6][C:7]1[CH:12]=[CH:11][C:10]([C@@H:13]([N:15]2[CH2:20][CH2:19][CH2:18]/[C:17](=[CH:21]\[C:22]3[CH:27]=[CH:26][C:25]([N:28]4[CH:32]=[C:31]([CH3:33])[N:30]=[CH:29]4)=[C:24]([O:34][CH3:35])[CH:23]=3)/[C:16]2=[O:36])[CH3:14])=[CH:9][CH:8]=1. Product: [Cl:1]([OH:5])(=[O:4])(=[O:3])=[O:2].[F:6][C:7]1[CH:12]=[CH:11][C:10]([C@@H:13]([N:15]2[CH2:20][CH2:19][CH2:18]/[C:17](=[CH:21]\[C:22]3[CH:27]=[CH:26][C:25]([N:28]4[CH:32]=[C:31]([CH3:33])[N:30]=[CH:29]4)=[C:24]([O:34][CH3:35])[CH:23]=3)/[C:16]2=[O:36])[CH3:14])=[CH:9][CH:8]=1. The catalyst class is: 13. (4) Reactant: [CH2:1]([O:3][C:4](=[O:32])[C:5]([CH3:31])([CH3:30])[CH2:6][C:7]1[CH:12]=[CH:11][CH:10]=[C:9]([C:13](=[O:29])[C:14]2[CH:19]=[CH:18][CH:17]=[C:16]([CH2:20][C:21]([C:24]([O:26][CH2:27][CH3:28])=[O:25])([CH3:23])[CH3:22])[CH:15]=2)[CH:8]=1)[CH3:2].[BH4-].[Na+].O.ClCCl. The catalyst class is: 5. Product: [CH2:1]([O:3][C:4](=[O:32])[C:5]([CH3:30])([CH3:31])[CH2:6][C:7]1[CH:12]=[CH:11][CH:10]=[C:9]([CH:13]([C:14]2[CH:19]=[CH:18][CH:17]=[C:16]([CH2:20][C:21]([C:24]([O:26][CH2:27][CH3:28])=[O:25])([CH3:23])[CH3:22])[CH:15]=2)[OH:29])[CH:8]=1)[CH3:2]. (5) Reactant: [O:1]1[CH2:6][CH2:5][CH:4]([N:7]2[CH2:12][CH2:11][CH:10]([NH:13]C(=O)OC(C)(C)C)[CH2:9][CH2:8]2)[CH2:3][CH2:2]1.Cl.CO. Product: [O:1]1[CH2:2][CH2:3][CH:4]([N:7]2[CH2:12][CH2:11][CH:10]([NH2:13])[CH2:9][CH2:8]2)[CH2:5][CH2:6]1. The catalyst class is: 12. (6) Reactant: [NH2:1][C:2]1[CH:7]=[CH:6][CH:5]=[C:4]([NH2:8])[N:3]=1.C(N(C(C)C)CC)(C)C.[C:18](O[C:18](=[O:23])[C:19]([CH3:22])([CH3:21])[CH3:20])(=[O:23])[C:19]([CH3:22])([CH3:21])[CH3:20]. Product: [NH2:8][C:4]1[N:3]=[C:2]([NH:1][C:18](=[O:23])[C:19]([CH3:22])([CH3:21])[CH3:20])[CH:7]=[CH:6][CH:5]=1. The catalyst class is: 7. (7) Reactant: [Br:1][C:2]1[CH:3]=[C:4]([C:9]2[O:13][N:12]=[CH:11][C:10]=2[CH2:14][CH2:15][C:16](OC)=[O:17])[CH:5]=[CH:6][C:7]=1[Cl:8].[H-].C([Al+]CC(C)C)C(C)C.Cl. Product: [Br:1][C:2]1[CH:3]=[C:4]([C:9]2[O:13][N:12]=[CH:11][C:10]=2[CH2:14][CH2:15][CH2:16][OH:17])[CH:5]=[CH:6][C:7]=1[Cl:8]. The catalyst class is: 7. (8) Reactant: [CH:1]1([NH:4][C:5](=[O:29])[C:6]2[CH:11]=[CH:10][C:9]([CH3:12])=[C:8]([C:13]3[CH:14]=[C:15]4[CH:21]=[N:20][N:19]([C:22]5[CH:27]=[CH:26][CH:25]=[CH:24][C:23]=5[F:28])[C:16]4=[CH:17][N:18]=3)[CH:7]=2)[CH2:3][CH2:2]1.C1C=C(Cl)C=C(C(OO)=[O:38])C=1. Product: [CH:1]1([NH:4][C:5](=[O:29])[C:6]2[CH:11]=[CH:10][C:9]([CH3:12])=[C:8]([C:13]3[CH:14]=[C:15]4[CH:21]=[N:20][N:19]([C:22]5[CH:27]=[CH:26][CH:25]=[CH:24][C:23]=5[F:28])[C:16]4=[CH:17][N+:18]=3[O-:38])[CH:7]=2)[CH2:2][CH2:3]1. The catalyst class is: 22. (9) Reactant: F[C:2]1[CH:9]=[CH:8][C:7]([N+:10]([O-:12])=[O:11])=[CH:6][C:3]=1[C:4]#[N:5].Cl.[CH3:14][NH:15][CH3:16].C(=O)(O)[O-].[K+].O. Product: [CH3:14][N:15]([CH3:16])[C:2]1[CH:9]=[CH:8][C:7]([N+:10]([O-:12])=[O:11])=[CH:6][C:3]=1[C:4]#[N:5]. The catalyst class is: 3. (10) Reactant: [NH2:1][C:2]1[C:3]([CH:12]=[O:13])=[CH:4][CH:5]=[C:6]2[C:11]=1[N:10]=[CH:9][CH:8]=[CH:7]2.[CH2:14]([Mg]Br)[CH3:15]. Product: [NH2:1][C:2]1[C:3]([CH:12]([OH:13])[CH2:14][CH3:15])=[CH:4][CH:5]=[C:6]2[C:11]=1[N:10]=[CH:9][CH:8]=[CH:7]2. The catalyst class is: 1.